Dataset: Reaction yield outcomes from USPTO patents with 853,638 reactions. Task: Predict the reaction yield, written as a fraction of the theoretical maximum amount of product (1.0 means a 100% yield; for example, 0.34 means a 34% yield). (1) The reactants are [CH2:1]([N:8]([CH:13]1[CH2:22][C:21]2[C:16](=[C:17]([C:25]([C:27]3[N:28]([CH3:32])[CH:29]=[N:30][CH:31]=3)=[O:26])[CH:18]=[C:19]([C:23]#[N:24])[CH:20]=2)[O:15][CH2:14]1)[S:9]([CH3:12])(=[O:11])=[O:10])[C:2]1[CH:7]=[CH:6][CH:5]=[CH:4][CH:3]=1.[Cl:33][C:34]1[CH:39]=[CH:38][C:37]([Mg]Br)=[CH:36][CH:35]=1.[NH4+].[Cl-]. The catalyst is O1CCCC1. The product is [CH2:1]([N:8]([CH:13]1[CH2:22][C:21]2[C:16](=[C:17]([C:25]([C:37]3[CH:38]=[CH:39][C:34]([Cl:33])=[CH:35][CH:36]=3)([OH:26])[C:27]3[N:28]([CH3:32])[CH:29]=[N:30][CH:31]=3)[CH:18]=[C:19]([C:23]#[N:24])[CH:20]=2)[O:15][CH2:14]1)[S:9]([CH3:12])(=[O:11])=[O:10])[C:2]1[CH:3]=[CH:4][CH:5]=[CH:6][CH:7]=1. The yield is 0.870. (2) The reactants are [C:1]([O:4][CH2:5][CH2:6][CH2:7][N:8]1[C:13](=[O:14])[C:12]2[N:15]([CH2:19][C:20]3[CH:25]=[CH:24][C:23]([Cl:26])=[CH:22][CH:21]=3)[CH:16]=[C:17](Br)[C:11]=2[N:10]([CH3:27])[C:9]1=[O:28])(=[O:3])[CH3:2].[CH3:29][Sn](C)(C)C. The catalyst is CN(C=O)C.CC(=O)OCC.O.Cl[Pd](Cl)([P](C1C=CC=CC=1)(C1C=CC=CC=1)C1C=CC=CC=1)[P](C1C=CC=CC=1)(C1C=CC=CC=1)C1C=CC=CC=1. The product is [C:1]([O:4][CH2:5][CH2:6][CH2:7][N:8]1[C:13](=[O:14])[C:12]2[N:15]([CH2:19][C:20]3[CH:25]=[CH:24][C:23]([Cl:26])=[CH:22][CH:21]=3)[CH:16]=[C:17]([CH3:29])[C:11]=2[N:10]([CH3:27])[C:9]1=[O:28])(=[O:3])[CH3:2]. The yield is 0.928. (3) The reactants are [C:1]([CH2:3][C@@H:4]1[CH2:8][CH2:7][C@H:6]([NH:9][C:10]([C:12]2[C:20]3[C:15](=[N:16][CH:17]=[C:18]([C:21]4[C:29]5[C:24](=[CH:25][C:26]([F:30])=[CH:27][CH:28]=5)[N:23]([CH3:31])[N:22]=4)[N:19]=3)[N:14](COCC[Si](C)(C)C)[CH:13]=2)=[O:11])[CH2:5]1)#[N:2].FC(F)(F)C(O)=O.C(N)CN. The catalyst is ClCCl. The product is [C:1]([CH2:3][C@@H:4]1[CH2:8][CH2:7][C@H:6]([NH:9][C:10]([C:12]2[C:20]3[C:15](=[N:16][CH:17]=[C:18]([C:21]4[C:29]5[C:24](=[CH:25][C:26]([F:30])=[CH:27][CH:28]=5)[N:23]([CH3:31])[N:22]=4)[N:19]=3)[NH:14][CH:13]=2)=[O:11])[CH2:5]1)#[N:2]. The yield is 0.740. (4) The reactants are [CH2:1]([CH:3]([C:5]1[CH:10]=[CH:9][CH:8]=[C:7]([N+:11]([O-:13])=[O:12])[CH:6]=1)O)[CH3:2].C1C=CC(P(C2C=CC=CC=2)C2C=CC=CC=2)=CC=1.C(Br)(Br)(Br)Br.Cl.[CH:39]1([NH:45][C:46]([CH:48]2[CH2:53][CH2:52][NH:51][CH2:50][CH2:49]2)=[O:47])[CH2:44][CH2:43][CH2:42][CH2:41][CH2:40]1.CCN(C(C)C)C(C)C. The catalyst is C(Cl)Cl. The product is [CH:39]1([NH:45][C:46]([CH:48]2[CH2:49][CH2:50][N:51]([CH:3]([C:5]3[CH:10]=[CH:9][CH:8]=[C:7]([N+:11]([O-:13])=[O:12])[CH:6]=3)[CH2:1][CH3:2])[CH2:52][CH2:53]2)=[O:47])[CH2:40][CH2:41][CH2:42][CH2:43][CH2:44]1. The yield is 0.160.